Dataset: Forward reaction prediction with 1.9M reactions from USPTO patents (1976-2016). Task: Predict the product of the given reaction. (1) Given the reactants [OH:1][C:2]1[CH:3]=[C:4]([CH:8]=[CH:9][CH:10]=1)[C:5](O)=[O:6].ON1C2C=CC=CC=2N=N1.Cl.CN(C)CCCN=C=NCC.Cl.[CH2:34]([O:36][C:37](=[O:63])[C:38]1[CH:43]=[CH:42][CH:41]=[C:40]([O:44][C:45]2[C:50]([C:51](=[O:62])[NH:52][CH2:53][C:54]3[CH:59]=[CH:58][C:57]([CH2:60][NH2:61])=[CH:56][CH:55]=3)=[CH:49][CH:48]=[CH:47][N:46]=2)[CH:39]=1)[CH3:35].CN1CCOCC1, predict the reaction product. The product is: [CH2:34]([O:36][C:37](=[O:63])[C:38]1[CH:43]=[CH:42][CH:41]=[C:40]([O:44][C:45]2[C:50]([C:51](=[O:62])[NH:52][CH2:53][C:54]3[CH:55]=[CH:56][C:57]([CH2:60][NH:61][C:5](=[O:6])[C:4]4[CH:8]=[CH:9][CH:10]=[C:2]([OH:1])[CH:3]=4)=[CH:58][CH:59]=3)=[CH:49][CH:48]=[CH:47][N:46]=2)[CH:39]=1)[CH3:35]. (2) Given the reactants Br[C:2]1[CH:28]=[CH:27][C:5]([CH2:6][N:7]2[C:15](=[O:16])[C:14]3[C:9](=[CH:10][CH:11]=[CH:12][C:13]=3[O:17][C:18]3[C:25]([F:26])=[CH:24][CH:23]=[CH:22][C:19]=3[C:20]#[N:21])[CH2:8]2)=[C:4]([Cl:29])[CH:3]=1.[CH3:30][N:31]1[CH:35]=[C:34](B2OC(C)(C)C(C)(C)O2)[CH:33]=[N:32]1.C(=O)([O-])[O-].[Na+].[Na+], predict the reaction product. The product is: [Cl:29][C:4]1[CH:3]=[C:2]([C:34]2[CH:33]=[N:32][N:31]([CH3:30])[CH:35]=2)[CH:28]=[CH:27][C:5]=1[CH2:6][N:7]1[C:15](=[O:16])[C:14]2[C:9](=[CH:10][CH:11]=[CH:12][C:13]=2[O:17][C:18]2[C:25]([F:26])=[CH:24][CH:23]=[CH:22][C:19]=2[C:20]#[N:21])[CH2:8]1. (3) The product is: [Br:7][C:8]1[CH:13]=[CH:12][C:11]([O:14][CH:15]=[CH2:16])=[CH:10][CH:9]=1. Given the reactants CC([O-])(C)C.[K+].[Br:7][C:8]1[CH:13]=[CH:12][C:11]([O:14][CH2:15][CH2:16]Br)=[CH:10][CH:9]=1, predict the reaction product. (4) Given the reactants [N+:1]([C:4]1[CH:5]=[CH:6][C:7]2[O:12][CH2:11][C@H:10]([CH2:13]OS(C)(=O)=O)[O:9][C:8]=2[CH:19]=1)([O-:3])=[O:2].C([O-])(O)=O.[Na+].Cl.[NH:26]1[CH2:31][CH2:30][CH2:29][C@H:28]([C:32]2[CH:33]=[C:34]([OH:38])[CH:35]=[CH:36][CH:37]=2)[CH2:27]1.O, predict the reaction product. The product is: [N+:1]([C:4]1[CH:5]=[CH:6][C:7]2[O:12][CH2:11][C@H:10]([CH2:13][N:26]3[CH2:31][CH2:30][CH2:29][C@H:28]([C:32]4[CH:33]=[C:34]([OH:38])[CH:35]=[CH:36][CH:37]=4)[CH2:27]3)[O:9][C:8]=2[CH:19]=1)([O-:3])=[O:2]. (5) Given the reactants [H-].[Na+].[NH2:3][C:4]1[CH:9]=[CH:8][C:7]([OH:10])=[C:6]([CH3:11])[C:5]=1[CH3:12].[CH2:13]([O:20][C:21]1[CH:30]=[C:29]2[C:24]([C:25](Cl)=[CH:26][CH:27]=[N:28]2)=[CH:23][C:22]=1[O:32][CH3:33])[C:14]1[CH:19]=[CH:18][CH:17]=[CH:16][CH:15]=1.C(=O)([O-])O.[Na+], predict the reaction product. The product is: [CH2:13]([O:20][C:21]1[CH:30]=[C:29]2[C:24]([C:25]([O:10][C:7]3[CH:8]=[CH:9][C:4]([NH2:3])=[C:5]([CH3:12])[C:6]=3[CH3:11])=[CH:26][CH:27]=[N:28]2)=[CH:23][C:22]=1[O:32][CH3:33])[C:14]1[CH:15]=[CH:16][CH:17]=[CH:18][CH:19]=1. (6) Given the reactants [Cl:1][C:2]1[CH:3]=[C:4]([C:8]#[C:9][CH:10]([N:13]2[CH2:18][CH2:17][NH:16][CH2:15][CH2:14]2)[CH2:11][CH3:12])[CH:5]=[CH:6][CH:7]=1.C(N(CC)CC)C.[CH3:26][O:27][CH2:28][CH2:29][O:30][C:31](Cl)=[O:32], predict the reaction product. The product is: [CH3:26][O:27][CH2:28][CH2:29][O:30][C:31]([N:16]1[CH2:15][CH2:14][N:13]([CH:10]([CH2:11][CH3:12])[C:9]#[C:8][C:4]2[CH:5]=[CH:6][CH:7]=[C:2]([Cl:1])[CH:3]=2)[CH2:18][CH2:17]1)=[O:32]. (7) Given the reactants [F:1][C:2]1[C:7]([F:8])=[CH:6][CH:5]=[C:4]([N+:9]([O-:11])=[O:10])[C:3]=1[OH:12].C1(P(C2C=CC=CC=2)C2C=CC=CC=2)C=CC=CC=1.O[CH2:33][C:34]1[CH:35]=[N:36][CH:37]=[CH:38][CH:39]=1.N(C(OC(C)C)=O)=NC(OC(C)C)=O, predict the reaction product. The product is: [F:1][C:2]1[C:7]([F:8])=[CH:6][CH:5]=[C:4]([N+:9]([O-:11])=[O:10])[C:3]=1[O:12][CH2:33][C:34]1[CH:35]=[N:36][CH:37]=[CH:38][CH:39]=1.